Binary Classification. Given a drug SMILES string, predict its activity (active/inactive) in a high-throughput screening assay against a specified biological target. From a dataset of HIV replication inhibition screening data with 41,000+ compounds from the AIDS Antiviral Screen. (1) The drug is CCCC[Sn](CCCC)(OC(=O)c1cc(OC)c(OC)c(OC)c1)OC(=O)c1cc(OC)c(OC)c(OC)c1. The result is 0 (inactive). (2) The compound is O=C1NCC(c2ccccc2)(c2ccccc2)O1. The result is 0 (inactive). (3) The compound is O=S(=O)(SC1=NCCN1)c1ccc2ccccc2c1. The result is 1 (active).